Dataset: Peptide-MHC class I binding affinity with 185,985 pairs from IEDB/IMGT. Task: Regression. Given a peptide amino acid sequence and an MHC pseudo amino acid sequence, predict their binding affinity value. This is MHC class I binding data. (1) The peptide sequence is THYSGNIVH. The MHC is HLA-A30:01 with pseudo-sequence HLA-A30:01. The binding affinity (normalized) is 0.0847. (2) The peptide sequence is YTVKHPNL. The MHC is H-2-Kb with pseudo-sequence H-2-Kb. The binding affinity (normalized) is 0.498. (3) The peptide sequence is WQMDCTHL. The MHC is Mamu-B03 with pseudo-sequence Mamu-B03. The binding affinity (normalized) is 0. (4) The peptide sequence is YQVKYVSPV. The MHC is HLA-B83:01 with pseudo-sequence HLA-B83:01. The binding affinity (normalized) is 0.213. (5) The peptide sequence is RVFGFRTAK. The MHC is HLA-B58:01 with pseudo-sequence HLA-B58:01. The binding affinity (normalized) is 0.0847. (6) The peptide sequence is ESDKGSSQS. The MHC is HLA-B07:02 with pseudo-sequence HLA-B07:02. The binding affinity (normalized) is 0.0847. (7) The peptide sequence is NALKINWYK. The MHC is HLA-A68:01 with pseudo-sequence HLA-A68:01. The binding affinity (normalized) is 0.681. (8) The MHC is HLA-A02:01 with pseudo-sequence HLA-A02:01. The binding affinity (normalized) is 0.468. The peptide sequence is ILNGGLGNA. (9) The peptide sequence is VGYRQAWEY. The MHC is HLA-B58:01 with pseudo-sequence HLA-B58:01. The binding affinity (normalized) is 0.531.